Dataset: Full USPTO retrosynthesis dataset with 1.9M reactions from patents (1976-2016). Task: Predict the reactants needed to synthesize the given product. (1) Given the product [CH3:42][O:41][C:10]1[CH:11]=[C:12]([C:13](=[O:1])[CH3:22])[C:7]([C:6]2[CH:5]=[CH:4][CH:45]=[CH:44][C:43]=2[O:48][CH3:47])=[CH:8][CH:9]=1, predict the reactants needed to synthesize it. The reactants are: [OH-:1].[K+].Cl[C:4]1[CH:5]=[C:6]([CH:43]=[CH:44][C:45]=1F)[C:7]1[C:12]([C:13]2[CH:22]=CC3C(=CC=C(C4N(C5CCCCC5)C5C=CC(C(O)=O)=CC=5N=4)C=3)N=2)=[CH:11][C:10]([O:41][CH3:42])=[CH:9][CH:8]=1.[CH3:47][O:48]C1C=CC=CC=1B(O)O. (2) Given the product [CH:22]1([O:21][C:15]2[CH:14]=[C:13]([CH:11]3[CH2:12][N:8]([C:4]4[CH:3]=[C:2]([NH:1][S:36]([C:32]5[CH:33]=[CH:34][CH:35]=[C:30]([O:29][CH3:28])[CH:31]=5)(=[O:38])=[O:37])[CH:7]=[CH:6][CH:5]=4)[C:9](=[O:27])[CH2:10]3)[CH:18]=[CH:17][C:16]=2[O:19][CH3:20])[CH2:26][CH2:25][CH2:24][CH2:23]1, predict the reactants needed to synthesize it. The reactants are: [NH2:1][C:2]1[CH:3]=[C:4]([N:8]2[CH2:12][CH:11]([C:13]3[CH:18]=[CH:17][C:16]([O:19][CH3:20])=[C:15]([O:21][CH:22]4[CH2:26][CH2:25][CH2:24][CH2:23]4)[CH:14]=3)[CH2:10][C:9]2=[O:27])[CH:5]=[CH:6][CH:7]=1.[CH3:28][O:29][C:30]1[CH:31]=[C:32]([S:36](Cl)(=[O:38])=[O:37])[CH:33]=[CH:34][CH:35]=1. (3) Given the product [OH:2][C:3]1[CH:8]=[CH:7][C:6]([P:9](=[O:24])([C:16]2[CH:17]=[CH:18][C:19]([OH:22])=[CH:20][CH:21]=2)[C:10]2[CH:15]=[CH:14][CH:13]=[CH:12][CH:11]=2)=[CH:5][CH:4]=1, predict the reactants needed to synthesize it. The reactants are: C[O:2][C:3]1[CH:8]=[CH:7][C:6]([P:9](=[O:24])([C:16]2[CH:21]=[CH:20][C:19]([O:22]C)=[CH:18][CH:17]=2)[C:10]2[CH:15]=[CH:14][CH:13]=[CH:12][CH:11]=2)=[CH:5][CH:4]=1.Br.[Br-].[K+].S([O-])([O-])=O.[Na+].[Na+].CBr. (4) Given the product [Cl:1][C:2]1[CH:7]=[CH:6][C:5]([C:8]([C:17]2[C:25]3[C:20](=[C:21]([CH2:26][S:27]([CH3:28])=[O:49])[CH:22]=[CH:23][CH:24]=3)[NH:19][CH:18]=2)([C:10]2[CH:15]=[CH:14][C:13]([F:16])=[CH:12][CH:11]=2)[CH3:9])=[C:4]([F:29])[CH:3]=1, predict the reactants needed to synthesize it. The reactants are: [Cl:1][C:2]1[CH:7]=[CH:6][C:5]([C:8]([C:17]2[C:25]3[C:20](=[C:21]([CH2:26][S:27][CH3:28])[CH:22]=[CH:23][CH:24]=3)[NH:19][CH:18]=2)([C:10]2[CH:15]=[CH:14][C:13]([F:16])=[CH:12][CH:11]=2)[CH3:9])=[C:4]([F:29])[CH:3]=1.ClC1C=CC(C(C2C=CC(Cl)=CC=2)C2C3C(=C(CS(C)=[O:49])C=CC=3)NC=2)=CC=1. (5) Given the product [Cl:29][C:30]1[CH:35]=[CH:34][C:33]([O:36][C:2]2[CH:3]=[CH:4][C:5]([N+:20]([O-:22])=[O:21])=[C:6]([CH:19]=2)[C:7]([NH:9][C:10]2[CH:15]=[C:14]([Cl:16])[C:13]([Cl:17])=[C:12]([Cl:18])[CH:11]=2)=[O:8])=[CH:32][CH:31]=1, predict the reactants needed to synthesize it. The reactants are: Cl[C:2]1[CH:3]=[CH:4][C:5]([N+:20]([O-:22])=[O:21])=[C:6]([CH:19]=1)[C:7]([NH:9][C:10]1[CH:15]=[C:14]([Cl:16])[C:13]([Cl:17])=[C:12]([Cl:18])[CH:11]=1)=[O:8].C([O-])([O-])=O.[K+].[K+].[Cl:29][C:30]1[CH:35]=[CH:34][C:33]([OH:36])=[CH:32][CH:31]=1. (6) Given the product [C:23]([O:22][C:21](=[O:27])[NH:20][C@H:17]1[CH2:16][CH2:15][C@H:14]([NH:13][C:10]([C:6]2[CH:5]=[C:4]3[C:9](=[CH:8][CH:7]=2)[NH:1][N:2]=[CH:3]3)=[O:12])[CH2:19][CH2:18]1)([CH3:26])([CH3:24])[CH3:25], predict the reactants needed to synthesize it. The reactants are: [NH:1]1[C:9]2[C:4](=[CH:5][C:6]([C:10]([OH:12])=O)=[CH:7][CH:8]=2)[CH:3]=[N:2]1.[NH2:13][C@H:14]1[CH2:19][CH2:18][C@H:17]([NH:20][C:21](=[O:27])[O:22][C:23]([CH3:26])([CH3:25])[CH3:24])[CH2:16][CH2:15]1.C(N(CC)CC)C.Cl.C(N=C=NCCCN(C)C)C.OC1C2N=NNC=2C=CC=1. (7) Given the product [O:25]1[CH2:26][CH2:27][CH:22]([NH:21][C:20](=[O:28])[CH:16]([CH:17]([CH3:19])[CH3:18])[CH2:15][CH:14]([OH:29])[CH:13]([NH2:30])[CH2:12][CH:11]([CH2:10][C:9]2[CH:41]=[CH:42][C:6]([C:3]([F:5])([F:2])[CH3:4])=[C:7]([O:43][CH2:44][CH2:45][CH2:46][O:47][CH3:48])[CH:8]=2)[CH:38]([CH3:39])[CH3:40])[CH2:23][CH2:24]1, predict the reactants needed to synthesize it. The reactants are: Cl.[F:2][C:3]([C:6]1[CH:42]=[CH:41][C:9]([CH2:10][CH:11]([CH:38]([CH3:40])[CH3:39])[CH2:12][CH:13]([NH:30]C(=O)OC(C)(C)C)[CH:14]([OH:29])[CH2:15][CH:16]([C:20](=[O:28])[NH:21][CH:22]2[CH2:27][CH2:26][O:25][CH2:24][CH2:23]2)[CH:17]([CH3:19])[CH3:18])=[CH:8][C:7]=1[O:43][CH2:44][CH2:45][CH2:46][O:47][CH3:48])([F:5])[CH3:4]. (8) Given the product [F:1][C:2]1[CH:7]=[CH:6][C:5]([O:8][C:9](=[O:24])[N:10]([C@H:12]2[C@H:16]([C:17]3[CH:22]=[CH:21][C:20]([Cl:23])=[CH:19][CH:18]=3)[CH2:15][N:14]([C:26]([CH:27]3[CH2:32][CH2:31][CH:30]([CH2:33][OH:34])[CH2:29][CH2:28]3)=[O:25])[CH2:13]2)[CH3:11])=[CH:4][CH:3]=1, predict the reactants needed to synthesize it. The reactants are: [F:1][C:2]1[CH:7]=[CH:6][C:5]([O:8][C:9](=[O:24])[N:10]([C@H:12]2[C@H:16]([C:17]3[CH:22]=[CH:21][C:20]([Cl:23])=[CH:19][CH:18]=3)[CH2:15][NH:14][CH2:13]2)[CH3:11])=[CH:4][CH:3]=1.[OH:25][CH2:26][CH:27]1[CH2:32][CH2:31][CH:30]([C:33](O)=[O:34])[CH2:29][CH2:28]1. (9) Given the product [C:1]([O:5][C:6]([N:8]1[CH2:12][CH2:11][CH2:10][CH:9]1[C:13]1[S:14][C:15]([C:18]2[CH:23]=[CH:22][C:21]([B:25]3[O:29][C:28]([CH3:31])([CH3:30])[C:27]([CH3:33])([CH3:32])[O:26]3)=[CH:20][CH:19]=2)=[CH:16][N:17]=1)=[O:7])([CH3:4])([CH3:3])[CH3:2], predict the reactants needed to synthesize it. The reactants are: [C:1]([O:5][C:6]([N:8]1[CH2:12][CH2:11][CH2:10][CH:9]1[C:13]1[S:14][C:15]([C:18]2[CH:23]=[CH:22][C:21](Br)=[CH:20][CH:19]=2)=[CH:16][N:17]=1)=[O:7])([CH3:4])([CH3:3])[CH3:2].[B:25]1([B:25]2[O:29][C:28]([CH3:31])([CH3:30])[C:27]([CH3:33])([CH3:32])[O:26]2)[O:29][C:28]([CH3:31])([CH3:30])[C:27]([CH3:33])([CH3:32])[O:26]1.C([O-])(=O)C.[K+].